This data is from Forward reaction prediction with 1.9M reactions from USPTO patents (1976-2016). The task is: Predict the product of the given reaction. (1) Given the reactants [F:1][C:2]([F:7])([F:6])[C:3]([NH2:5])=[O:4].CC(C)([O-])C.[Na+].BrN1C(C)(C)C(=O)N(Br)C1=O.[F:25][C:26]1[C:27]([C:42]2[C:50]3[O:49][CH:48]=[CH:47][C:46]=3[C:45]([F:51])=[CH:44][CH:43]=2)=[CH:28][C:29]([NH:32][C:33]2[CH:38]=[C:37]([CH2:39][S:40][CH3:41])[CH:36]=[CH:35][N:34]=2)=[N:30][CH:31]=1.S([O-])([O-])=O.[Na+].[Na+], predict the reaction product. The product is: [F:1][C:2]([F:7])([F:6])[C:3]([N:5]=[S:40]([CH2:39][C:37]1[CH:36]=[CH:35][N:34]=[C:33]([NH:32][C:29]2[CH:28]=[C:27]([C:42]3[C:50]4[O:49][CH:48]=[CH:47][C:46]=4[C:45]([F:51])=[CH:44][CH:43]=3)[C:26]([F:25])=[CH:31][N:30]=2)[CH:38]=1)[CH3:41])=[O:4]. (2) Given the reactants [CH2:1]([N:3]([CH2:6][C:7]1[S:11][C:10]([C:12]2[O:16][N:15]=[C:14]([C:17]3[CH:28]=[CH:27][C:20]([CH2:21]OS(C)(=O)=O)=[CH:19][CH:18]=3)[N:13]=2)=[CH:9][C:8]=1[CH3:29])[CH2:4][CH3:5])[CH3:2].[NH3:30], predict the reaction product. The product is: [NH2:30][CH2:21][C:20]1[CH:27]=[CH:28][C:17]([C:14]2[N:13]=[C:12]([C:10]3[S:11][C:7]([CH2:6][N:3]([CH2:4][CH3:5])[CH2:1][CH3:2])=[C:8]([CH3:29])[CH:9]=3)[O:16][N:15]=2)=[CH:18][CH:19]=1. (3) Given the reactants [OH:1][N:2]=[C:3]([C:5]1[CH:10]=[CH:9][C:8]([C:11]([F:14])([F:13])[F:12])=[CH:7][CH:6]=1)[NH2:4].[CH3:15][N:16]1[C:20]([C:21](O)=O)=[CH:19][CH:18]=[N:17]1.Cl.C(N=C=NCCCN(C)C)C.O.ON1C2C=CC=CC=2N=N1.CC(C)([O-])C.[K+], predict the reaction product. The product is: [CH3:15][N:16]1[C:20]([C:21]2[O:1][N:2]=[C:3]([C:5]3[CH:6]=[CH:7][C:8]([C:11]([F:13])([F:12])[F:14])=[CH:9][CH:10]=3)[N:4]=2)=[CH:19][CH:18]=[N:17]1.